From a dataset of Full USPTO retrosynthesis dataset with 1.9M reactions from patents (1976-2016). Predict the reactants needed to synthesize the given product. Given the product [CH:29]1([C:32]2[N:33]([C:2]3[N:10]=[C:9]4[C:5]([N:6]=[C:7]([CH2:12][N:13]5[CH2:18][CH2:17][CH:16]([CH:19]6[CH2:22][O:21][CH2:20]6)[CH2:15][CH2:14]5)[N:8]4[CH3:11])=[C:4]([N:23]4[CH2:28][CH2:27][O:26][CH2:25][CH2:24]4)[N:3]=3)[C:34]3[CH:40]=[CH:39][CH:38]=[CH:37][C:35]=3[N:36]=2)[CH2:31][CH2:30]1, predict the reactants needed to synthesize it. The reactants are: Cl[C:2]1[N:10]=[C:9]2[C:5]([N:6]=[C:7]([CH2:12][N:13]3[CH2:18][CH2:17][CH:16]([CH:19]4[CH2:22][O:21][CH2:20]4)[CH2:15][CH2:14]3)[N:8]2[CH3:11])=[C:4]([N:23]2[CH2:28][CH2:27][O:26][CH2:25][CH2:24]2)[N:3]=1.[CH:29]1([C:32]2[NH:36][C:35]3[CH:37]=[CH:38][CH:39]=[CH:40][C:34]=3[N:33]=2)[CH2:31][CH2:30]1.CC(C1C=C(C(C)C)C(C2C=CC=CC=2P(C2CCCCC2)C2CCCCC2)=C(C(C)C)C=1)C.C(=O)([O-])[O-].[Cs+].[Cs+].